This data is from Forward reaction prediction with 1.9M reactions from USPTO patents (1976-2016). The task is: Predict the product of the given reaction. Given the reactants [CH2:1]([C@H:3]1[C@:7]([OH:9])([CH3:8])[CH2:6][CH2:5][N:4]1C(OCC1C=CC=CC=1)=O)[CH3:2], predict the reaction product. The product is: [CH2:1]([C@H:3]1[C@@:7]([CH3:8])([OH:9])[CH2:6][CH2:5][NH:4]1)[CH3:2].